The task is: Predict which catalyst facilitates the given reaction.. This data is from Catalyst prediction with 721,799 reactions and 888 catalyst types from USPTO. (1) Reactant: [Br:1][C:2]1[CH:7]=[CH:6][CH:5]=[CH:4][C:3]=1[OH:8].N1C=CC=CC=1.[F:15][C:16]([F:29])([F:28])[S:17](O[S:17]([C:16]([F:29])([F:28])[F:15])(=[O:19])=[O:18])(=[O:19])=[O:18].Cl. Product: [F:15][C:16]([F:29])([F:28])[S:17]([O:8][C:3]1[CH:4]=[CH:5][CH:6]=[CH:7][C:2]=1[Br:1])(=[O:19])=[O:18]. The catalyst class is: 2. (2) Reactant: [CH3:1][N:2]([CH3:33])[CH:3]1[CH2:8][CH2:7][N:6]([CH2:9][C:10]2[S:18][C:17]3[C:16]([N:19]4[CH2:24][CH2:23][O:22][CH2:21][CH2:20]4)=[N:15][C:14]([NH:25][C:26]4[C:27]([NH2:32])=[CH:28][CH:29]=[CH:30][CH:31]=4)=[N:13][C:12]=3[CH:11]=2)[CH2:5][CH2:4]1.C(OCC)(OCC)O[CH2:36][CH3:37]. Product: [CH3:1][N:2]([CH3:33])[CH:3]1[CH2:4][CH2:5][N:6]([CH2:9][C:10]2[S:18][C:17]3[C:16]([N:19]4[CH2:20][CH2:21][O:22][CH2:23][CH2:24]4)=[N:15][C:14]([N:25]4[C:26]5[CH:31]=[CH:30][CH:29]=[CH:28][C:27]=5[N:32]=[C:36]4[CH3:37])=[N:13][C:12]=3[CH:11]=2)[CH2:7][CH2:8]1. The catalyst class is: 3. (3) Reactant: Cl[C:2]1[CH:7]=[CH:6][C:5]([NH:8][C:9]([CH:11]2[C:20]3[C:15](=[CH:16][CH:17]=[CH:18][CH:19]=3)[CH2:14][CH:13](C(O)=O)[NH:12]2)=[O:10])=[CH:4][CH:3]=1.C[N:25]([C:32]1C=CC(N)=CC=1)[C:26]1[CH:31]=[CH:30][N:29]=[CH:28][CH:27]=1.[CH2:39]([Cl:42])[CH2:40]Cl. Product: [CH3:32][N:25]([C:2]1[CH:3]=[CH:4][C:5]([NH:8][C:9]([CH:11]2[CH2:20][C:15]3[C:14](=[CH:19][CH:18]=[CH:17][CH:16]=3)[CH2:13][N:12]2[C:9]([NH:8][C:5]2[CH:6]=[CH:40][C:39]([Cl:42])=[CH:3][CH:4]=2)=[O:10])=[O:10])=[CH:6][CH:7]=1)[C:26]1[CH:27]=[CH:28][N:29]=[CH:30][CH:31]=1. The catalyst class is: 3. (4) Reactant: [NH2:1][CH2:2][C@@H:3]1[CH2:6][C@H:5]([N:7]2[C:11]3[N:12]=[CH:13][N:14]=[C:15]([NH2:16])[C:10]=3[C:9]([I:17])=[CH:8]2)[CH2:4]1.[C:18](O)(=[O:20])[CH3:19].CN(C(ON1N=NC2C=CC=NC1=2)=[N+](C)C)C.F[P-](F)(F)(F)(F)F.CCN(C(C)C)C(C)C. Product: [NH2:16][C:15]1[C:10]2[C:9]([I:17])=[CH:8][N:7]([C@@H:5]3[CH2:6][C@H:3]([CH2:2][NH:1][C:18](=[O:20])[CH3:19])[CH2:4]3)[C:11]=2[N:12]=[CH:13][N:14]=1. The catalyst class is: 3. (5) Reactant: [Br:1][C:2]1[C:3]2[CH:4]3[CH2:13][CH:5]3[C:6](=O)[NH:7][C:8]=2[CH:9]=[CH:10][CH:11]=1.Cl. Product: [Br:1][C:2]1[C:3]2[CH:4]3[CH2:13][CH:5]3[CH2:6][NH:7][C:8]=2[CH:9]=[CH:10][CH:11]=1. The catalyst class is: 5. (6) Reactant: [CH:1]([N:4]([CH:39]([CH3:41])[CH3:40])[CH2:5][CH2:6][O:7][C:8]1[C:13]([C:14]2[CH:15]=[N:16][C:17]([NH:29][C:30]([NH:32][CH2:33][CH2:34][CH3:35])=[O:31])=[CH:18][C:19]=2[C:20]2[S:21][CH:22]=[C:23]([C:25]([F:28])([F:27])[F:26])[N:24]=2)=[CH:12][C:11]([C:36](O)=[O:37])=[CH:10][N:9]=1)([CH3:3])[CH3:2].[C:42](O)(=O)[CH3:43].[NH2:46][NH2:47]. Product: [CH:39]([N:4]([CH:1]([CH3:2])[CH3:3])[CH2:5][CH2:6][O:7][C:8]1[C:13]([C:14]2[CH:15]=[N:16][C:17]([NH:29][C:30]([NH:32][CH2:33][CH2:34][CH3:35])=[O:31])=[CH:18][C:19]=2[C:20]2[S:21][CH:22]=[C:23]([C:25]([F:28])([F:26])[F:27])[N:24]=2)=[CH:12][C:11]([C:36]2[O:37][C:42]([CH3:43])=[N:46][N:47]=2)=[CH:10][N:9]=1)([CH3:40])[CH3:41]. The catalyst class is: 286.